Dataset: Full USPTO retrosynthesis dataset with 1.9M reactions from patents (1976-2016). Task: Predict the reactants needed to synthesize the given product. (1) Given the product [I:1][C:2]1[CH:3]=[CH:4][C:12]2[C:11]3[C:10](=[CH:9][CH:8]=[CH:7][CH:6]=3)[C:26]([CH3:27])([CH3:21])[C:13]=2[CH:14]=1, predict the reactants needed to synthesize it. The reactants are: [I:1][C:2]1[CH:14]=[CH:13][C:12]2[C:11]3[C:6](=[CH:7][CH:8]=[CH:9][CH:10]=3)C[C:4]=2[CH:3]=1.CS(C)=O.[OH-].[Na+].[CH3:21]I.C(O[CH2:26][CH3:27])C. (2) Given the product [Cl:3][C:4]1[C:9]([C:10]2[N:14]=[C:13]([C:15]3[CH:16]=[N:17][C:18]([O:22][CH:23]([CH3:24])[CH3:25])=[C:19]([Cl:21])[CH:20]=3)[O:12][N:11]=2)=[CH:8][CH:7]=[CH:6][C:5]=1[CH2:26][CH2:27][CH2:28][C:29]([OH:31])=[O:30], predict the reactants needed to synthesize it. The reactants are: [OH-].[Na+].[Cl:3][C:4]1[C:9]([C:10]2[N:14]=[C:13]([C:15]3[CH:16]=[N:17][C:18]([O:22][CH:23]([CH3:25])[CH3:24])=[C:19]([Cl:21])[CH:20]=3)[O:12][N:11]=2)=[CH:8][CH:7]=[CH:6][C:5]=1[CH2:26][CH2:27][CH2:28][C:29]([O:31]CC)=[O:30].Cl. (3) Given the product [CH:1]1([CH2:4][N:5]2[C:10]3=[N:11][N:12]([CH2:23][C:24]4[C:32]5[C:27](=[CH:28][CH:29]=[C:30]([CH3:33])[CH:31]=5)[NH:26][CH:25]=4)[C:13]([C:14]4[N:18]([CH3:19])[CH:17]=[C:16]([C:20]([NH:40][O:38][CH3:39])=[O:22])[CH:15]=4)=[C:9]3[C:8](=[O:34])[N:7]([CH3:35])[C:6]2=[O:36])[CH2:3][CH2:2]1, predict the reactants needed to synthesize it. The reactants are: [CH:1]1([CH2:4][N:5]2[C:10]3=[N:11][N:12]([CH2:23][C:24]4[C:32]5[C:27](=[CH:28][CH:29]=[C:30]([CH3:33])[CH:31]=5)[NH:26][CH:25]=4)[C:13]([C:14]4[N:18]([CH3:19])[CH:17]=[C:16]([C:20]([OH:22])=O)[CH:15]=4)=[C:9]3[C:8](=[O:34])[N:7]([CH3:35])[C:6]2=[O:36])[CH2:3][CH2:2]1.Cl.[O:38]([NH2:40])[CH3:39].C(P(=O)(OCC)OCC)#N. (4) The reactants are: Br[C:2]1[CH:3]=[N:4][N:5]([CH3:18])[C:6]=1[C:7]1[CH:17]=[CH:16][C:10]2[O:11][CH2:12][C:13](=[O:15])[NH:14][C:9]=2[CH:8]=1.[F:19][C:20]1[CH:25]=[CH:24][C:23](B(O)O)=[CH:22][CH:21]=1. Given the product [F:19][C:20]1[CH:25]=[CH:24][C:23]([C:2]2[CH:3]=[N:4][N:5]([CH3:18])[C:6]=2[C:7]2[CH:17]=[CH:16][C:10]3[O:11][CH2:12][C:13](=[O:15])[NH:14][C:9]=3[CH:8]=2)=[CH:22][CH:21]=1, predict the reactants needed to synthesize it. (5) The reactants are: FC1C=CC=CC=1C(Cl)=O.[CH3:11][O:12][C:13]1[CH:21]=[CH:20][CH:19]=[CH:18][C:14]=1[C:15](Cl)=[O:16].[NH2:22][C:23]1[CH:24]=[C:25]([CH:36]=[CH:37][N:38]=1)[C:26]([NH:28][CH2:29][C:30]1[CH:35]=[CH:34][CH:33]=[CH:32][CH:31]=1)=[O:27]. Given the product [CH2:29]([NH:28][C:26](=[O:27])[C:25]1[CH:36]=[CH:37][N:38]=[C:23]([NH:22][C:15](=[O:16])[C:14]2[CH:18]=[CH:19][CH:20]=[CH:21][C:13]=2[O:12][CH3:11])[CH:24]=1)[C:30]1[CH:35]=[CH:34][CH:33]=[CH:32][CH:31]=1, predict the reactants needed to synthesize it. (6) Given the product [F:35][C:29]([F:36])([C:2]1[CH:3]=[C:4]2[CH2:27][C@@:9]3([C:17]4[C:12](=[N:13][CH:14]=[CH:15][CH:16]=4)[N:11]([CH2:18][O:19][CH2:20][CH2:21][Si:22]([CH3:25])([CH3:23])[CH3:24])[C:10]3=[O:26])[CH2:8][C:5]2=[N:6][CH:7]=1)[C:30]([O:32][CH2:33][CH3:34])=[O:31], predict the reactants needed to synthesize it. The reactants are: I[C:2]1[CH2:7][NH:6][C:5]2[CH2:8][C@@:9]3([CH2:27][C:4]=2[CH:3]=1)[C:17]1[C:12](=[N:13][CH:14]=[CH:15][CH:16]=1)[N:11]([CH2:18][O:19][CH2:20][CH2:21][Si:22]([CH3:25])([CH3:24])[CH3:23])[C:10]3=[O:26].Br[C:29]([F:36])([F:35])[C:30]([O:32][CH2:33][CH3:34])=[O:31].